This data is from Reaction yield outcomes from USPTO patents with 853,638 reactions. The task is: Predict the reaction yield, written as a fraction of the theoretical maximum amount of product (1.0 means a 100% yield; for example, 0.34 means a 34% yield). (1) The reactants are Br[C:2]1[CH:3]=[C:4]2[CH:10]=[CH:9][NH:8][C:5]2=[N:6][CH:7]=1.[Na].CN(C)[CH:14]=[O:15]. The catalyst is CO.[Cu]Br. The product is [CH3:14][O:15][C:2]1[CH:3]=[C:4]2[CH:10]=[CH:9][NH:8][C:5]2=[N:6][CH:7]=1. The yield is 0.773. (2) The reactants are [Br:1][C:2]1[CH:3]=[CH:4][C:5]([CH2:8][CH2:9][C:10]([CH3:18])([S:14]([CH3:17])(=[O:16])=[O:15])[C:11](O)=[O:12])=[N:6][CH:7]=1.C[Si](C)(C)[O:21][NH2:22].BrC1C=CC(CCC(C)(S(C)(=O)=O)C(NO)=O)=CC=1. No catalyst specified. The product is [Br:1][C:2]1[CH:3]=[CH:4][C:5]([CH2:8][CH2:9][C:10]([CH3:18])([S:14]([CH3:17])(=[O:16])=[O:15])[C:11]([NH:22][OH:21])=[O:12])=[N:6][CH:7]=1. The yield is 0.250.